This data is from Full USPTO retrosynthesis dataset with 1.9M reactions from patents (1976-2016). The task is: Predict the reactants needed to synthesize the given product. (1) Given the product [F:47][C:48]1[N:49]=[C:50]([NH:67][NH:68][C:11](=[O:13])[CH:10]([CH2:14][C:15]2[CH:16]=[N:17][C:18]([O:21][CH3:22])=[CH:19][CH:20]=2)[CH2:9][NH:8][C:6](=[O:7])[O:5][C:1]([CH3:2])([CH3:3])[CH3:4])[CH:51]=[C:52]([C:54]2[CH:59]=[CH:58][N:57]=[C:56]([NH:60][C:61]3[N:62]([CH3:66])[N:63]=[CH:64][CH:65]=3)[N:55]=2)[CH:53]=1, predict the reactants needed to synthesize it. The reactants are: [C:1]([O:5][C:6]([NH:8][CH2:9][CH:10]([CH2:14][C:15]1[CH:16]=[N:17][C:18]([O:21][CH3:22])=[CH:19][CH:20]=1)[C:11]([OH:13])=O)=[O:7])([CH3:4])([CH3:3])[CH3:2].CN(C(ON1N=NC2C=CC=NC1=2)=[N+](C)C)C.F[P-](F)(F)(F)(F)F.[F:47][C:48]1[CH:53]=[C:52]([C:54]2[CH:59]=[CH:58][N:57]=[C:56]([NH:60][C:61]3[N:62]([CH3:66])[N:63]=[CH:64][CH:65]=3)[N:55]=2)[CH:51]=[C:50]([NH:67][NH2:68])[N:49]=1.CCN(C(C)C)C(C)C. (2) Given the product [Cl:21][C:22]1[CH:35]=[CH:34][C:25]2[N:26]=[C:27]([C@@H:29]3[CH2:33][CH2:32][CH2:31][N:30]3[C:14]([C@H:13]([CH2:17][CH2:18][CH2:19][CH3:20])[CH2:12][N:9]([OH:8])[CH:10]=[O:11])=[O:15])[O:28][C:24]=2[CH:23]=1, predict the reactants needed to synthesize it. The reactants are: C([O:8][N:9]([CH2:12][C@@H:13]([CH2:17][CH2:18][CH2:19][CH3:20])[C:14](O)=[O:15])[CH:10]=[O:11])C1C=CC=CC=1.[Cl:21][C:22]1[CH:35]=[CH:34][C:25]2[N:26]=[C:27]([C@@H:29]3[CH2:33][CH2:32][CH2:31][NH:30]3)[O:28][C:24]=2[CH:23]=1. (3) Given the product [Cl:24][C:25]1[CH:30]=[CH:29][CH:28]=[CH:27][C:26]=1[C:2]1[C:10]2[O:9][CH:8]([CH2:11][O:12][S:13]([C:16]3[CH:17]=[CH:18][C:19]([CH3:22])=[CH:20][CH:21]=3)(=[O:14])=[O:15])[O:7][C:6]=2[CH:5]=[C:4]([Cl:23])[CH:3]=1, predict the reactants needed to synthesize it. The reactants are: Br[C:2]1[C:10]2[O:9][CH:8]([CH2:11][O:12][S:13]([C:16]3[CH:21]=[CH:20][C:19]([CH3:22])=[CH:18][CH:17]=3)(=[O:15])=[O:14])[O:7][C:6]=2[CH:5]=[C:4]([Cl:23])[CH:3]=1.[Cl:24][C:25]1[CH:30]=[CH:29][CH:28]=[CH:27][C:26]=1B(O)O. (4) Given the product [Cl:12][CH2:13][C:14]1[N:18]=[C:17]([NH:19][C:7]([NH:6][CH2:5][C:4]2[CH:9]=[CH:10][CH:11]=[C:2]([F:1])[CH:3]=2)=[O:8])[S:16][N:15]=1, predict the reactants needed to synthesize it. The reactants are: [F:1][C:2]1[CH:3]=[C:4]([CH:9]=[CH:10][CH:11]=1)[CH2:5][N:6]=[C:7]=[O:8].[Cl:12][CH2:13][C:14]1[N:18]=[C:17]([NH2:19])[S:16][N:15]=1.